From a dataset of Peptide-MHC class II binding affinity with 134,281 pairs from IEDB. Regression. Given a peptide amino acid sequence and an MHC pseudo amino acid sequence, predict their binding affinity value. This is MHC class II binding data. (1) The peptide sequence is IPAGELQIIDKIDAA. The MHC is HLA-DQA10104-DQB10503 with pseudo-sequence HLA-DQA10104-DQB10503. The binding affinity (normalized) is 0.0566. (2) The peptide sequence is TNDNNLYKLHGGHVS. The MHC is HLA-DQA10103-DQB10603 with pseudo-sequence HLA-DQA10103-DQB10603. The binding affinity (normalized) is 0. (3) The peptide sequence is YDKRLANVSTVLTGK. The MHC is DRB1_1302 with pseudo-sequence DRB1_1302. The binding affinity (normalized) is 0.515. (4) The peptide sequence is IQGNVTSIHSLLDEG. The MHC is HLA-DPA10103-DPB10401 with pseudo-sequence HLA-DPA10103-DPB10401. The binding affinity (normalized) is 0.180.